Dataset: Full USPTO retrosynthesis dataset with 1.9M reactions from patents (1976-2016). Task: Predict the reactants needed to synthesize the given product. (1) Given the product [ClH:27].[CH3:26][N:4]([CH3:3])[C@@H:5]1[CH2:10][CH2:9][CH2:8][N:7]([C:11](=[O:25])[CH2:12][CH2:13][C:14]2[N:15]([CH2:19][C:20]([OH:22])=[O:21])[CH:16]=[CH:17][N:18]=2)[CH2:6]1, predict the reactants needed to synthesize it. The reactants are: [OH-].[Na+].[CH3:3][N:4]([CH3:26])[C@@H:5]1[CH2:10][CH2:9][CH2:8][N:7]([C:11](=[O:25])[CH2:12][CH2:13][C:14]2[N:15]([CH2:19][C:20]([O:22]CC)=[O:21])[CH:16]=[CH:17][N:18]=2)[CH2:6]1.[ClH:27]. (2) Given the product [Si:1]([CH:18]([OH:25])[C@@H:19]1[O:23][C:22](=[O:24])[C@@H:21]([Se:47][C:41]2[CH:46]=[CH:45][CH:44]=[CH:43][CH:42]=2)[CH2:20]1)([C:14]([CH3:17])([CH3:15])[CH3:16])([C:8]1[CH:13]=[CH:12][CH:11]=[CH:10][CH:9]=1)[C:2]1[CH:7]=[CH:6][CH:5]=[CH:4][CH:3]=1, predict the reactants needed to synthesize it. The reactants are: [Si:1]([CH:18]([OH:25])[C@@H:19]1[O:23][C:22](=[O:24])[CH2:21][CH2:20]1)([C:14]([CH3:17])([CH3:16])[CH3:15])([C:8]1[CH:13]=[CH:12][CH:11]=[CH:10][CH:9]=1)[C:2]1[CH:7]=[CH:6][CH:5]=[CH:4][CH:3]=1.C[Si]([N-][Si](C)(C)C)(C)C.[Li+].[Si](Cl)(C)(C)C.[C:41]1([Se:47]Br)[CH:46]=[CH:45][CH:44]=[CH:43][CH:42]=1. (3) Given the product [N+:19]([C:16]1[CH:17]=[C:18]2[C:13](=[CH:14][C:15]=1[F:22])[N:12]=[CH:11][N:10]=[C:9]2[NH:1][C:2]1[CH:7]=[CH:6][CH:5]=[CH:4][CH:3]=1)([O-:21])=[O:20], predict the reactants needed to synthesize it. The reactants are: [NH2:1][C:2]1[CH:7]=[CH:6][CH:5]=[CH:4][CH:3]=1.Cl[C:9]1[C:18]2[C:13](=[CH:14][C:15]([F:22])=[C:16]([N+:19]([O-:21])=[O:20])[CH:17]=2)[N:12]=[CH:11][N:10]=1. (4) Given the product [OH:8][C@@H:9]1[C@@:42]2([CH3:43])[C:13](=[CH:14][CH:15]=[C:16]3[C@@H:41]2[CH2:40][CH2:39][C@@:38]2([CH3:44])[C@H:17]3[CH2:18][CH:19]=[C:20]2[C@@H:21]([O:23][CH2:24]/[CH:25]=[CH:26]/[C:27]([OH:29])([CH3:28])[CH3:37])[CH3:22])[CH2:12][C@@H:11]([OH:45])[CH2:10]1, predict the reactants needed to synthesize it. The reactants are: [Si]([O:8][C@@H:9]1[C@@:42]2([CH3:43])[C:13](=[CH:14][CH:15]=[C:16]3[C@@H:41]2[CH2:40][CH2:39][C@@:38]2([CH3:44])[C@H:17]3[CH2:18][CH:19]=[C:20]2[C@@H:21]([O:23][CH2:24]/[CH:25]=[CH:26]/[C:27]([CH3:37])([O:29][Si](CC)(CC)CC)[CH3:28])[CH3:22])[CH2:12][C@@H:11]([O:45][Si](C(C)(C)C)(C)C)[CH2:10]1)(C(C)(C)C)(C)C.[F-].C([N+](CCCC)(CCCC)CCCC)CCC. (5) Given the product [F:33][C:31]([F:32])([F:34])[C:27]1[CH:26]=[C:25]([C:23]2[O:22][N:21]=[C:20]([CH2:19][N:1]3[C:9]4[C:4](=[CH:5][C:6]([C:10]#[N:11])=[CH:7][CH:8]=4)[CH:3]=[CH:2]3)[N:24]=2)[CH:30]=[CH:29][CH:28]=1, predict the reactants needed to synthesize it. The reactants are: [NH:1]1[C:9]2[C:4](=[CH:5][C:6]([C:10]#[N:11])=[CH:7][CH:8]=2)[CH:3]=[CH:2]1.C([O-])([O-])=O.[Cs+].[Cs+].Cl[CH2:19][C:20]1[N:24]=[C:23]([C:25]2[CH:30]=[CH:29][CH:28]=[C:27]([C:31]([F:34])([F:33])[F:32])[CH:26]=2)[O:22][N:21]=1. (6) Given the product [C:30]([N:9]1[C:10]2[C:6](=[CH:5][C:4]([N+:1]([O-:3])=[O:2])=[CH:12][CH:11]=2)[C:7](=[C:17]([O:16][CH2:15][CH3:14])[C:18]2[CH:23]=[CH:22][CH:21]=[CH:20][CH:19]=2)[C:8]1=[O:13])(=[O:32])[CH3:31], predict the reactants needed to synthesize it. The reactants are: [N+:1]([C:4]1[CH:5]=[C:6]2[C:10](=[CH:11][CH:12]=1)[NH:9][C:8](=[O:13])[CH2:7]2)([O-:3])=[O:2].[CH3:14][CH2:15][O:16][C:17](OCC)(OCC)[C:18]1[CH:23]=[CH:22][CH:21]=[CH:20][CH:19]=1.[C:30](OC(=O)C)(=[O:32])[CH3:31]. (7) Given the product [C:1]([O:5][C:6]([N:8]1[CH2:9][CH:10]2[CH:14]([CH2:13][N:12]([C:16]3[CH:21]=[CH:20][CH:19]=[CH:18][C:17]=3[CH2:22][NH2:23])[CH2:11]2)[CH2:15]1)=[O:7])([CH3:4])([CH3:2])[CH3:3], predict the reactants needed to synthesize it. The reactants are: [C:1]([O:5][C:6]([N:8]1[CH2:15][CH:14]2[CH:10]([CH2:11][N:12]([C:16]3[CH:21]=[CH:20][CH:19]=[CH:18][C:17]=3[C:22]#[N:23])[CH2:13]2)[CH2:9]1)=[O:7])([CH3:4])([CH3:3])[CH3:2].[H][H]. (8) Given the product [Cl:16][C:13]1[CH:14]=[CH:15][C:10]([N:8]2[CH:9]=[C:5]([C:3](=[O:4])[CH2:2][N:24]3[CH2:29][CH2:28][CH2:27][CH2:26][CH2:25]3)[CH:6]=[N:7]2)=[CH:11][CH:12]=1, predict the reactants needed to synthesize it. The reactants are: Cl[CH2:2][C:3]([C:5]1[CH:6]=[N:7][N:8]([C:10]2[CH:15]=[CH:14][C:13]([Cl:16])=[CH:12][CH:11]=2)[CH:9]=1)=[O:4].C(N(CC)CC)C.[NH:24]1[CH2:29][CH2:28][CH2:27][CH2:26][CH2:25]1. (9) Given the product [C:28]1([CH3:31])[CH:29]=[CH:30][C:25]([C:8]2[C:9]([NH:13][S:14]([CH2:17][CH2:18][C:19]3[CH:24]=[CH:23][CH:22]=[CH:21][CH:20]=3)(=[O:15])=[O:16])=[N:10][CH:11]=[N:12][C:7]=2[O:6][CH2:5][CH2:4][O:3][C:33]2[CH:38]=[CH:37][C:36]([C:39]([F:42])([F:41])[F:40])=[CH:35][N:34]=2)=[CH:26][CH:27]=1, predict the reactants needed to synthesize it. The reactants are: [H-].[Na+].[OH:3][CH2:4][CH2:5][O:6][C:7]1[N:12]=[CH:11][N:10]=[C:9]([NH:13][S:14]([CH2:17][CH2:18][C:19]2[CH:24]=[CH:23][CH:22]=[CH:21][CH:20]=2)(=[O:16])=[O:15])[C:8]=1[C:25]1[CH:30]=[CH:29][C:28]([CH3:31])=[CH:27][CH:26]=1.Cl[C:33]1[CH:38]=[CH:37][C:36]([C:39]([F:42])([F:41])[F:40])=[CH:35][N:34]=1.